Dataset: Forward reaction prediction with 1.9M reactions from USPTO patents (1976-2016). Task: Predict the product of the given reaction. (1) Given the reactants [F:1][C:2]([F:13])([F:12])[C:3]1[CH:4]=[CH:5][C:6]([O:10][CH3:11])=[C:7]([CH:9]=1)[NH2:8].FC(F)(F)C1C=CC(OC)=C([N:22]=[C:23]=[O:24])C=1.[C:29]([C:32]1[CH:33]=[C:34]([CH:43]=[CH:44][CH:45]=1)[O:35][C:36]1[CH:42]=[CH:41][C:39]([NH2:40])=[CH:38][CH:37]=1)([OH:31])=[O:30], predict the reaction product. The product is: [C:29]([C:32]1[CH:33]=[C:34]([CH:43]=[CH:44][CH:45]=1)[O:35][C:36]1[CH:42]=[CH:41][C:39]([NH2:40])=[CH:38][CH:37]=1)([OH:31])=[O:30].[F:1][C:2]([F:12])([F:13])[C:3]1[CH:4]=[CH:5][C:6]([O:10][CH3:11])=[C:7]([N:8]([C:34]2[CH:43]=[CH:44][CH:45]=[C:32]([C:29]([OH:31])=[O:30])[CH:33]=2)[C:23]([NH2:22])=[O:24])[CH:9]=1. (2) Given the reactants C([O:4][C:5]12[CH:11]3[C:12]([CH3:18])([CH3:17])[CH:13]4[CH2:16][C:10]3([CH2:15][CH2:14]4)[C:9]([CH3:20])([CH3:19])[CH2:8][CH:7]1[O:6]2)(=O)C.[OH-].[Na+].Cl, predict the reaction product. The product is: [OH:4][CH:5]1[CH:11]2[C:12]([CH3:17])([CH3:18])[CH:13]3[CH2:16][C:10]2([CH2:15][CH2:14]3)[C:9]([CH3:20])([CH3:19])[CH2:8][C:7]1=[O:6].